This data is from Reaction yield outcomes from USPTO patents with 853,638 reactions. The task is: Predict the reaction yield, written as a fraction of the theoretical maximum amount of product (1.0 means a 100% yield; for example, 0.34 means a 34% yield). (1) The reactants are I[C:2]1[N:3]=[C:4]2[C:10]3[CH:11]=[C:12]([C:15]([O-:17])=[O:16])[CH:13]=[CH:14][C:9]=3[O:8][CH2:7][CH2:6][N:5]2[CH:18]=1.[Cu](C#N)[C:20]#[N:21].[CH3:24]N(C)C=O. The product is [C:20]([C:2]1[N:3]=[C:4]2[C:10]3[CH:11]=[C:12]([C:15]([O:17][CH3:24])=[O:16])[CH:13]=[CH:14][C:9]=3[O:8][CH2:7][CH2:6][N:5]2[CH:18]=1)#[N:21]. No catalyst specified. The yield is 0.810. (2) The reactants are [C:1]([O:5][C:6]([N:8]1[CH2:12][CH:11]=[CH:10][CH2:9]1)=[O:7])([CH3:4])([CH3:3])[CH3:2].F[B-](F)(F)F.[Cl:18][C:19]1[CH:24]=[CH:23][C:22]([N+]#N)=[CH:21][C:20]=1[CH3:27].[CH3:28][OH:29]. The catalyst is C(OCC)(=O)C.C([O-])(=O)C.[Pd+2].C([O-])(=O)C. The product is [Cl:18][C:19]1[CH:24]=[CH:23][C:22]([CH:11]2[CH2:12][N:8]([C:6]([O:5][C:1]([CH3:4])([CH3:2])[CH3:3])=[O:7])[CH:9]([O:29][CH3:28])[CH2:10]2)=[CH:21][C:20]=1[CH3:27]. The yield is 0.880. (3) The reactants are [Br:1][C:2]1[CH:3]=[N:4][N:5]([CH3:16])[C:6]=1[C:7]1[CH:8]=[C:9]([C:13]([OH:15])=O)[S:10][C:11]=1[Cl:12].[NH2:17][C@@H:18]([CH2:31][C:32]1[CH:37]=[CH:36][CH:35]=[C:34]([C:38]([F:41])([F:40])[F:39])[CH:33]=1)[CH2:19][N:20]1[C:28](=[O:29])[C:27]2[C:22](=[CH:23][CH:24]=[CH:25][CH:26]=2)[C:21]1=[O:30].CC(OC(N[C@H](C(O)=O)CC1C=CC=CC=1C(F)(F)F)=O)(C)C.C1CN([P+](Br)(N2CCCC2)N2CCCC2)CC1.F[P-](F)(F)(F)(F)F.CCN(C(C)C)C(C)C. The catalyst is C(Cl)(Cl)Cl. The product is [Br:1][C:2]1[CH:3]=[N:4][N:5]([CH3:16])[C:6]=1[C:7]1[CH:8]=[C:9]([C:13]([NH:17][C@@H:18]([CH2:31][C:32]2[CH:37]=[CH:36][CH:35]=[C:34]([C:38]([F:41])([F:39])[F:40])[CH:33]=2)[CH2:19][N:20]2[C:21](=[O:30])[C:22]3[C:27](=[CH:26][CH:25]=[CH:24][CH:23]=3)[C:28]2=[O:29])=[O:15])[S:10][C:11]=1[Cl:12]. The yield is 0.690. (4) The yield is 0.430. The product is [F:30][C:31]1[CH:36]=[C:35]([F:37])[CH:34]=[CH:33][C:32]=1[C:38]1[CH:42]=[CH:41][N:40]([C:7]([C:14]2[CH:19]=[CH:18][CH:17]=[CH:16][CH:15]=2)([C:8]2[CH:13]=[CH:12][CH:11]=[CH:10][CH:9]=2)[C:1]2[CH:6]=[CH:5][CH:4]=[CH:3][CH:2]=2)[N:39]=1. The catalyst is N1C=CC=CC=1. The reactants are [C:1]1([C:7](Cl)([C:14]2[CH:19]=[CH:18][CH:17]=[CH:16][CH:15]=2)[C:8]2[CH:13]=[CH:12][CH:11]=[CH:10][CH:9]=2)[CH:6]=[CH:5][CH:4]=[CH:3][CH:2]=1.CN(C1C=CC=CN=1)C.[F:30][C:31]1[CH:36]=[C:35]([F:37])[CH:34]=[CH:33][C:32]=1[C:38]1[CH:42]=[CH:41][NH:40][N:39]=1. (5) The reactants are [C:1]1([C:7]2[S:11][C:10]([C:12]([OH:14])=[O:13])=[C:9]([N:15]([C:23]([CH:25]3[CH2:30][CH2:29][CH:28]([CH3:31])[CH2:27][CH2:26]3)=[O:24])[CH:16]3[CH2:21][CH2:20][N:19]([CH3:22])[CH2:18][CH2:17]3)[CH:8]=2)[CH2:6][CH2:5][CH2:4][CH2:3][CH:2]=1.C(=O)([O-])[O-].[Cs+].[Cs+].Cl[CH2:39][O:40][C:41](=[O:46])[C:42]([CH3:45])([CH3:44])[CH3:43]. The catalyst is CN(C)C=O. The product is [CH3:43][C:42]([CH3:45])([CH3:44])[C:41]([O:40][CH2:39][O:13][C:12]([C:10]1[S:11][C:7]([C:1]2[CH2:6][CH2:5][CH2:4][CH2:3][CH:2]=2)=[CH:8][C:9]=1[N:15]([C:23]([C@H:25]1[CH2:30][CH2:29][C@H:28]([CH3:31])[CH2:27][CH2:26]1)=[O:24])[CH:16]1[CH2:17][CH2:18][N:19]([CH3:22])[CH2:20][CH2:21]1)=[O:14])=[O:46]. The yield is 0.790. (6) The reactants are [F:1][C:2]([F:13])([F:12])[C:3]1[CH:8]=[CH:7][N:6]=[CH:5][C:4]=1[C:9](O)=[O:10].C(Cl)(=O)C(Cl)=O.CC1C=C(C)N=C(CN)[N:22]=1.C(N(CC)CC)C. The catalyst is ClCCl.CN(C=O)C. The product is [F:1][C:2]([F:13])([F:12])[C:3]1[C:4]([C:9]([NH2:22])=[O:10])=[CH:5][N:6]=[CH:7][CH:8]=1. The yield is 0.530. (7) The reactants are [CH2:1]([N:3]([CH2:14][CH3:15])[C:4]([CH:6]1[CH2:11][CH2:10][CH2:9][CH:8](Br)[C:7]1=O)=[O:5])[CH3:2].[CH2:16]([O:23][CH2:24][CH2:25][NH:26][C:27]1[CH:32]=[CH:31][CH:30]=[C:29]([F:33])[CH:28]=1)[C:17]1[CH:22]=[CH:21][CH:20]=[CH:19][CH:18]=1. The catalyst is CC(O)C.[Cl-].[Zn+2].[Cl-]. The product is [CH2:1]([N:3]([CH2:14][CH3:15])[C:4]([CH:6]1[C:7]2[C:28]3[C:27](=[CH:32][CH:31]=[CH:30][C:29]=3[F:33])[N:26]([CH2:25][CH2:24][O:23][CH2:16][C:17]3[CH:22]=[CH:21][CH:20]=[CH:19][CH:18]=3)[C:8]=2[CH2:9][CH2:10][CH2:11]1)=[O:5])[CH3:2]. The yield is 0.300.